This data is from Forward reaction prediction with 1.9M reactions from USPTO patents (1976-2016). The task is: Predict the product of the given reaction. (1) Given the reactants S(O)(O[CH2:5][CH2:6][NH:7][CH2:8][C:9]1[CH:14]=[CH:13][CH:12]=[CH:11][CH:10]=1)(=O)=O.[CH3:16][O:17][CH2:18][C:19]1([CH2:22][O:23][CH3:24])[CH2:21][O:20]1, predict the reaction product. The product is: [CH2:8]([N:7]1[CH2:6][CH2:5][O:20][C:19]([CH2:18][O:17][CH3:16])([CH2:22][O:23][CH3:24])[CH2:21]1)[C:9]1[CH:14]=[CH:13][CH:12]=[CH:11][CH:10]=1. (2) Given the reactants [O:1]1[C:5]2([CH2:10][CH2:9][C:8](=O)[CH2:7][CH2:6]2)[O:4][CH2:3][CH2:2]1.[C-:12]#[N:13].[K+].Cl.[NH:16]1[CH2:19][CH2:18][CH2:17]1, predict the reaction product. The product is: [N:16]1([C:8]2([C:12]#[N:13])[CH2:9][CH2:10][C:5]3([O:4][CH2:3][CH2:2][O:1]3)[CH2:6][CH2:7]2)[CH2:19][CH2:18][CH2:17]1. (3) Given the reactants Cl[C:2]1[CH:7]=[CH:6][C:5]([N+:8]([O-:10])=[O:9])=[C:4]([O:11][CH3:12])[CH:3]=1.[PH:13](=[O:20])([O:17]CC)[O:14][CH2:15][CH3:16].P([O-])([O-])([O-])=O.[K+].[K+].[K+].CC1(C)C2C(=C(P(C3C=CC=CC=3)C3C=CC=CC=3)C=CC=2)OC2C(P(C3C=CC=CC=3)C3C=CC=CC=3)=CC=CC1=2, predict the reaction product. The product is: [CH3:12][O:11][C:4]1[CH:3]=[C:2]([P:13](=[O:17])([OH:20])[O:14][CH2:15][CH3:16])[CH:7]=[CH:6][C:5]=1[N+:8]([O-:10])=[O:9]. (4) Given the reactants CC1C=CC(S(O[C:12]2[C:21]3[C:20](=[O:22])[N:19]([CH3:23])[CH:18]=[N:17][C:16]=3[N:15]([CH3:24])[C:14](=[O:25])[CH:13]=2)(=O)=O)=CC=1.[F:26][C:27]1[CH:33]=[C:32]([I:34])[CH:31]=[CH:30][C:28]=1[NH2:29], predict the reaction product. The product is: [F:26][C:27]1[CH:33]=[C:32]([I:34])[CH:31]=[CH:30][C:28]=1[NH:29][C:12]1[C:21]2[C:20](=[O:22])[N:19]([CH3:23])[CH:18]=[N:17][C:16]=2[N:15]([CH3:24])[C:14](=[O:25])[CH:13]=1. (5) The product is: [CH:1]([C:4]1[CH:5]=[C:6]([CH:9]=[C:10]([CH:14]([CH3:16])[CH3:15])[C:11]=1[O:12][CH3:13])[CH:7]=[C:30]1[C:29]2[C:33](=[CH:34][C:26]([C:22]3[CH:23]=[CH:24][CH:25]=[C:20]([O:19][CH2:17][CH3:18])[CH:21]=3)=[CH:27][CH:28]=2)[NH:32][C:31]1=[O:35])([CH3:3])[CH3:2]. Given the reactants [CH:1]([C:4]1[CH:5]=[C:6]([CH:9]=[C:10]([CH:14]([CH3:16])[CH3:15])[C:11]=1[O:12][CH3:13])[CH:7]=O)([CH3:3])[CH3:2].[CH2:17]([O:19][C:20]1[CH:21]=[C:22]([C:26]2[CH:34]=[C:33]3[C:29]([CH2:30][C:31](=[O:35])[NH:32]3)=[CH:28][CH:27]=2)[CH:23]=[CH:24][CH:25]=1)[CH3:18], predict the reaction product. (6) Given the reactants [F:1][C:2]1[CH:11]=[CH:10][CH:9]=[C:8]2[C:3]=1[C:4](=[O:27])[C:5]([C:22]([O:24]CC)=[O:23])=[CH:6][N:7]2[CH2:12][C:13]1[CH:14]=[C:15]2[C:19](=[CH:20][CH:21]=1)[NH:18][N:17]=[CH:16]2.[CH3:28]I.[H-].[Na+], predict the reaction product. The product is: [F:1][C:2]1[CH:11]=[CH:10][CH:9]=[C:8]2[C:3]=1[C:4](=[O:27])[C:5]([C:22]([OH:24])=[O:23])=[CH:6][N:7]2[CH2:12][C:13]1[CH:14]=[C:15]2[C:19](=[CH:20][CH:21]=1)[N:18]([CH3:28])[N:17]=[CH:16]2. (7) Given the reactants C([CH:8]([O:12][C:13]1[CH:18]=[CH:17][C:16]([B:19]2[O:23][C:22]([CH3:25])([CH3:24])[C:21]([CH3:27])([CH3:26])[O:20]2)=[CH:15][C:14]=1[CH:28]([CH3:30])[CH3:29])[C:9]([O-:11])=[O:10])C1C=CC=CC=1, predict the reaction product. The product is: [CH:28]([C:14]1[CH:15]=[C:16]([B:19]2[O:23][C:22]([CH3:25])([CH3:24])[C:21]([CH3:27])([CH3:26])[O:20]2)[CH:17]=[CH:18][C:13]=1[O:12][CH2:8][C:9]([OH:11])=[O:10])([CH3:30])[CH3:29].